Dataset: Forward reaction prediction with 1.9M reactions from USPTO patents (1976-2016). Task: Predict the product of the given reaction. Given the reactants [CH2:1]([N:8]1[CH:17]=[C:16]([CH:18]=O)[C:15]2[C:10](=[CH:11][CH:12]=[CH:13][CH:14]=2)[C:9]1=[O:20])[C:2]1[CH:7]=[CH:6][CH:5]=[CH:4][CH:3]=1.[CH3:21][C:22]1[N:23]([CH2:31][C:32]([O:34][CH3:35])=[O:33])[C:24]2[C:29]([CH:30]=1)=[CH:28][CH:27]=[CH:26][CH:25]=2.C([SiH](CC)CC)C.FC(F)(F)C(O)=O.C([O-])(O)=O.[Na+], predict the reaction product. The product is: [CH2:1]([N:8]1[CH:17]=[C:16]([CH2:18][C:30]2[C:29]3[C:24](=[CH:25][CH:26]=[CH:27][CH:28]=3)[N:23]([CH2:31][C:32]([O:34][CH3:35])=[O:33])[C:22]=2[CH3:21])[C:15]2[C:10](=[CH:11][CH:12]=[CH:13][CH:14]=2)[C:9]1=[O:20])[C:2]1[CH:3]=[CH:4][CH:5]=[CH:6][CH:7]=1.